This data is from Full USPTO retrosynthesis dataset with 1.9M reactions from patents (1976-2016). The task is: Predict the reactants needed to synthesize the given product. (1) Given the product [F:54][CH2:53][C:52]1[N:18]2[CH2:17][C@@H:16]([CH2:15][O:14][C:13]3[CH:12]=[CH:11][C:10]([CH:4]4[CH2:5][C:6]([CH3:8])([CH3:9])[CH2:7][C:2]([CH3:24])([CH3:1])[CH2:3]4)=[CH:23][CH:22]=3)[O:20][C:19]2=[N:21][C:50](=[O:49])[CH:51]=1, predict the reactants needed to synthesize it. The reactants are: [CH3:1][C:2]1([CH3:24])[CH2:7][C:6]([CH3:9])([CH3:8])[CH2:5][CH:4]([C:10]2[CH:23]=[CH:22][C:13]([O:14][CH2:15][CH:16]3[O:20][C:19]([NH2:21])=[N:18][CH2:17]3)=[CH:12][CH:11]=2)[CH2:3]1.CC1(C)CC(C)(C)CC(C2C=CC(O)=CC=2)C1.C([C@@H]1OC1)Cl.C([O:49][C:50](=O)[C:51]#[C:52][CH2:53][F:54])C. (2) Given the product [CH2:36]([C:26]1[CH:27]=[C:28]([C:29]2[N:31]=[C:6]([C:5]3[CH:9]=[C:10]([CH2:12][CH2:13][CH:14]([CH3:16])[CH3:15])[N:11]=[C:3]([O:2][CH3:1])[CH:4]=3)[O:8][N:30]=2)[CH:33]=[C:34]([CH3:35])[C:25]=1[O:24][CH2:23][C@@H:21]([OH:22])[CH2:20][OH:19])[CH3:37], predict the reactants needed to synthesize it. The reactants are: [CH3:1][O:2][C:3]1[CH:4]=[C:5]([CH:9]=[C:10]([CH2:12][CH2:13][CH:14]([CH3:16])[CH3:15])[N:11]=1)[C:6]([OH:8])=O.CC1(C)[O:22][C@H:21]([CH2:23][O:24][C:25]2[C:34]([CH3:35])=[CH:33][C:28]([C:29]([NH:31]O)=[NH:30])=[CH:27][C:26]=2[CH2:36][CH3:37])[CH2:20][O:19]1.